This data is from Forward reaction prediction with 1.9M reactions from USPTO patents (1976-2016). The task is: Predict the product of the given reaction. Given the reactants [CH3:1][C:2]1[C:6]2[CH:7]=[C:8]([CH:11]=O)[CH:9]=[CH:10][C:5]=2[O:4][CH:3]=1.[S:13]1[CH2:17][C:16](=[O:18])[NH:15][C:14]1=[O:19], predict the reaction product. The product is: [CH3:1][C:2]1[C:6]2[CH:7]=[C:8]([CH:11]=[C:17]3[S:13][C:14](=[O:19])[NH:15][C:16]3=[O:18])[CH:9]=[CH:10][C:5]=2[O:4][CH:3]=1.